Dataset: Catalyst prediction with 721,799 reactions and 888 catalyst types from USPTO. Task: Predict which catalyst facilitates the given reaction. (1) Reactant: C(O[C:9](=O)[NH:10][CH2:11][C@H:12]([NH:18][C:19](=[O:33])[CH2:20][C:21](=[O:32])[NH:22][C:23]1[S:24][C:25]([C:28]([CH3:31])([CH3:30])[CH3:29])=[N:26][N:27]=1)[C@@H:13]([OH:17])[C:14]#[C:15][CH3:16])C1C=CC=CC=1.[CH3:35][C:36]1[CH:43]=[C:42]([CH3:44])[CH:41]=[CH:40][C:37]=1C=O.C([BH3-])#N.[Na+]. Product: [C:28]([C:25]1[S:24][C:23]([NH:22][C:21](=[O:32])[CH2:20][C:19]([NH:18][C@@H:12]([CH2:11][NH:10][CH2:9][C:37]2[CH:40]=[CH:41][C:42]([CH3:44])=[CH:43][C:36]=2[CH3:35])[C@@H:13]([OH:17])[CH2:14][CH2:15][CH3:16])=[O:33])=[N:27][N:26]=1)([CH3:29])([CH3:30])[CH3:31]. The catalyst class is: 19. (2) Reactant: Cl[C:2]1[C:7]2[C:8]3[CH2:14][CH2:13][CH2:12][CH2:11][C:9]=3[Se:10][C:6]=2[N:5]=[CH:4][N:3]=1.[NH2:15][C:16]1[O:17][C:18]([C:23]([CH3:26])([CH3:25])[CH3:24])=[CH:19][C:20]=1[C:21]#[N:22].[OH-].[Na+]. Product: [C:23]([C:18]1[O:17][C:16]([NH:15][C:2]2[C:7]3[C:8]4[CH2:14][CH2:13][CH2:12][CH2:11][C:9]=4[Se:10][C:6]=3[N:5]=[CH:4][N:3]=2)=[C:20]([C:21]#[N:22])[CH:19]=1)([CH3:26])([CH3:24])[CH3:25]. The catalyst class is: 3. (3) Reactant: [C:1]([N:4]1[C:12]2[C:7](=[CH:8][CH:9]=[CH:10][CH:11]=2)[CH2:6][CH:5]1[CH3:13])(=[O:3])[CH3:2].[Cl-].[Al+3].[Cl-].[Cl-].[C:18](Cl)(=[O:20])[CH3:19]. Product: [C:1]([N:4]1[C:12]2[C:7](=[CH:8][C:9]([C:18](=[O:20])[CH3:19])=[CH:10][CH:11]=2)[CH2:6][CH:5]1[CH3:13])(=[O:3])[CH3:2]. The catalyst class is: 534. (4) Reactant: [Cl:1][C:2]1[C:3]([C:11]([NH2:13])=O)=[N:4][C:5]([CH2:9][CH3:10])=[C:6]([Cl:8])[N:7]=1.S(Cl)(Cl)=O. Product: [Cl:1][C:2]1[C:3]([C:11]#[N:13])=[N:4][C:5]([CH2:9][CH3:10])=[C:6]([Cl:8])[N:7]=1. The catalyst class is: 3. (5) Reactant: [CH:1]1([CH2:7][N:8]2[C:16]3[C:11](=[CH:12][CH:13]=[CH:14][C:15]=3[O:17][CH3:18])[C:10]([C:19](=[S:21])[NH2:20])=[CH:9]2)[CH2:6][CH2:5][CH2:4][CH2:3][CH2:2]1.[Cl:22][CH2:23][C:24]([CH2:26]Cl)=O. Product: [Cl:22][CH2:23][C:24]1[N:20]=[C:19]([C:10]2[C:11]3[C:16](=[C:15]([O:17][CH3:18])[CH:14]=[CH:13][CH:12]=3)[N:8]([CH2:7][CH:1]3[CH2:2][CH2:3][CH2:4][CH2:5][CH2:6]3)[CH:9]=2)[S:21][CH:26]=1. The catalyst class is: 8. (6) Reactant: [H-].[Na+].[C:3]1(=[O:12])[C:11]2[C:6](=[CH:7][CH:8]=[CH:9][CH:10]=2)[CH2:5][CH2:4]1.[C:13]1([N:19]=[C:20]=[S:21])[CH:18]=[CH:17][CH:16]=[CH:15][CH:14]=1.[NH4+].[Cl-]. Product: [C:13]1([NH:19][C:20]([CH:4]2[CH2:5][C:6]3[C:11](=[CH:10][CH:9]=[CH:8][CH:7]=3)[C:3]2=[O:12])=[S:21])[CH:18]=[CH:17][CH:16]=[CH:15][CH:14]=1. The catalyst class is: 1. (7) Reactant: [NH2:1][CH2:2][CH2:3][CH2:4][N:5]1[C:9]2[CH:10]=[C:11]([C:14]([N:16]([CH2:21][CH:22]([CH3:24])[CH3:23])[CH2:17][CH:18]([CH3:20])[CH3:19])=[O:15])[CH:12]=[CH:13][C:8]=2[N:7]=[C:6]1[NH:25][C:26]1[CH:31]=[C:30]([O:32][CH3:33])[C:29]([O:34][CH3:35])=[C:28]([O:36][CH3:37])[CH:27]=1.[CH3:38][C:39]([CH3:43])([CH3:42])[CH:40]=O.C(O[BH-](OC(=O)C)OC(=O)C)(=O)C.[Na+].C(=O)([O-])O.[Na+].[Cl:63]CCl. Product: [ClH:63].[ClH:63].[CH2:21]([N:16]([CH2:17][CH:18]([CH3:19])[CH3:20])[C:14]([C:11]1[CH:12]=[CH:13][C:8]2[N:7]=[C:6]([NH:25][C:26]3[CH:31]=[C:30]([O:32][CH3:33])[C:29]([O:34][CH3:35])=[C:28]([O:36][CH3:37])[CH:27]=3)[N:5]([CH2:4][CH2:3][CH2:2][NH:1][CH2:38][C:39]([CH3:43])([CH3:42])[CH3:40])[C:9]=2[CH:10]=1)=[O:15])[CH:22]([CH3:24])[CH3:23]. The catalyst class is: 24. (8) Reactant: [C:1]([OH:5])(=[O:4])[CH:2]=[O:3].[N+:6]([C:9]1[CH:19]=[CH:18][C:12]([CH2:13][NH:14][CH2:15][CH2:16]O)=[CH:11][CH:10]=1)([O-:8])=[O:7].O. Product: [OH:4][CH:1]1[O:5][CH2:16][CH2:15][N:14]([CH2:13][C:12]2[CH:18]=[CH:19][C:9]([N+:6]([O-:8])=[O:7])=[CH:10][CH:11]=2)[C:2]1=[O:3]. The catalyst class is: 7. (9) Reactant: [Cl:1][C:2]1[C:11]2[C:6](=[CH:7][CH:8]=[C:9]([C:12]([C:20]3[C:21]([CH3:27])=[N:22][C:23]([CH3:26])=[CH:24][CH:25]=3)([OH:19])[C:13]3[N:17]([CH3:18])[N:16]=[N:15][CH:14]=3)[CH:10]=2)[N:5]=[C:4]([O:28][CH3:29])[C:3]=1[OH:30].[CH3:31][S:32]([CH2:35][CH2:36]O)(=[O:34])=[O:33].C1C=CC(P(C2C=CC=CC=2)C2C=CC=CC=2)=CC=1.CC(OC(/N=N/C(OC(C)C)=O)=O)C. Product: [Cl:1][C:2]1[C:11]2[C:6](=[CH:7][CH:8]=[C:9]([C:12]([C:20]3[C:21]([CH3:27])=[N:22][C:23]([CH3:26])=[CH:24][CH:25]=3)([C:13]3[N:17]([CH3:18])[N:16]=[N:15][CH:14]=3)[OH:19])[CH:10]=2)[N:5]=[C:4]([O:28][CH3:29])[C:3]=1[O:30][CH2:36][CH2:35][S:32]([CH3:31])(=[O:34])=[O:33]. The catalyst class is: 1.